From a dataset of Full USPTO retrosynthesis dataset with 1.9M reactions from patents (1976-2016). Predict the reactants needed to synthesize the given product. (1) Given the product [OH:41][CH:40]([C:18]1[CH:17]=[N:16][N:15]([CH3:14])[C:19]=1[NH:20][C:21]([C:28]1[CH:33]=[CH:32][CH:31]=[CH:30][CH:29]=1)([C:34]1[CH:35]=[CH:36][CH:37]=[CH:38][CH:39]=1)[C:22]1[CH:27]=[CH:26][CH:25]=[CH:24][CH:23]=1)[CH2:12][C:11]#[N:13], predict the reactants needed to synthesize it. The reactants are: C[Si]([N-][Si](C)(C)C)(C)C.[Li+].[C:11](#[N:13])[CH3:12].[CH3:14][N:15]1[C:19]([NH:20][C:21]([C:34]2[CH:39]=[CH:38][CH:37]=[CH:36][CH:35]=2)([C:28]2[CH:33]=[CH:32][CH:31]=[CH:30][CH:29]=2)[C:22]2[CH:27]=[CH:26][CH:25]=[CH:24][CH:23]=2)=[C:18]([CH:40]=[O:41])[CH:17]=[N:16]1.S([O-])(O)(=O)=O.[K+]. (2) Given the product [CH3:25][O:24][C:5]1[C:4]2[N:3]=[C:2]([NH:37][C:36]3[CH:35]=[CH:34][C:33]([N:30]4[CH2:29][CH2:28][N:27]([CH3:26])[CH2:32][CH2:31]4)=[CH:39][CH:38]=3)[C:11]3=[N:12][NH:13][CH:14]=[C:10]3[C:9]=2[CH:8]=[CH:7][CH:6]=1, predict the reactants needed to synthesize it. The reactants are: Cl[C:2]1[C:11]2=[N:12][N:13](CC3C=CC(OC)=CC=3)[CH:14]=[C:10]2[C:9]2[CH:8]=[CH:7][CH:6]=[C:5]([O:24][CH3:25])[C:4]=2[N:3]=1.[CH3:26][N:27]1[CH2:32][CH2:31][N:30]([C:33]2[CH:39]=[CH:38][C:36]([NH2:37])=[CH:35][CH:34]=2)[CH2:29][CH2:28]1.Cl. (3) Given the product [C:1]([O:5][C:6]([NH:8][CH2:9]/[CH:10]=[CH:11]/[C:12]([OH:14])=[O:13])=[O:7])([CH3:4])([CH3:2])[CH3:3], predict the reactants needed to synthesize it. The reactants are: [C:1]([O:5][C:6]([NH:8][CH2:9]/[CH:10]=[CH:11]/[C:12]([O:14]C)=[O:13])=[O:7])([CH3:4])([CH3:3])[CH3:2].O[Li].O.C1COCC1. (4) Given the product [Br:6][CH2:7][CH2:8][CH2:9][CH2:10][CH2:11][C:12]([C:2]1[S:1][CH:5]=[CH:4][CH:3]=1)=[O:13], predict the reactants needed to synthesize it. The reactants are: [S:1]1[CH:5]=[CH:4][CH:3]=[CH:2]1.[Br:6][CH2:7][CH2:8][CH2:9][CH2:10][CH2:11][C:12](Cl)=[O:13]. (5) Given the product [F:45][C:46]([F:51])([F:50])[C:47]([OH:49])=[O:48].[CH2:1]([N:8]1[C@@H:13]2[C@H:14]([C:16]([OH:18])=[O:17])[CH2:15][C@@:9]1([C:39]1[CH:44]=[CH:43][CH:42]=[CH:41][CH:40]=1)[C@H:10]([O:23][CH2:24][C:25]1[CH:26]=[C:27]([C:35]([F:37])([F:38])[F:36])[CH:28]=[C:29]([C:31]([F:32])([F:33])[F:34])[CH:30]=1)[CH2:11][CH2:12]2)[C:2]1[CH:7]=[CH:6][CH:5]=[CH:4][CH:3]=1, predict the reactants needed to synthesize it. The reactants are: [CH2:1]([N:8]1[C@@H:13]2[C@H:14]([C:16]([O:18]C(C)(C)C)=[O:17])[CH2:15][C@@:9]1([C:39]1[CH:44]=[CH:43][CH:42]=[CH:41][CH:40]=1)[C@H:10]([O:23][CH2:24][C:25]1[CH:30]=[C:29]([C:31]([F:34])([F:33])[F:32])[CH:28]=[C:27]([C:35]([F:38])([F:37])[F:36])[CH:26]=1)[CH2:11][CH2:12]2)[C:2]1[CH:7]=[CH:6][CH:5]=[CH:4][CH:3]=1.[F:45][C:46]([F:51])([F:50])[C:47]([OH:49])=[O:48]. (6) Given the product [CH3:73][P:74]([C:2]1[CH:7]=[CH:6][C:5]([N:8]2[C:12]([C:13]([O:15][CH2:16][CH3:17])=[O:14])=[CH:11][C:10]([Si:18]([CH3:21])([CH3:20])[CH3:19])=[N:9]2)=[CH:4][CH:3]=1)([CH3:75])=[O:76], predict the reactants needed to synthesize it. The reactants are: Br[C:2]1[CH:7]=[CH:6][C:5]([N:8]2[C:12]([C:13]([O:15][CH2:16][CH3:17])=[O:14])=[CH:11][C:10]([Si:18]([CH3:21])([CH3:20])[CH3:19])=[N:9]2)=[CH:4][CH:3]=1.CC1(C)C2C(=C(P(C3C=CC=CC=3)C3C=CC=CC=3)C=CC=2)OC2C(P(C3C=CC=CC=3)C3C=CC=CC=3)=CC=CC1=2.[O-]P([O-])([O-])=O.[K+].[K+].[K+].O.[CH3:73][PH:74](=[O:76])[CH3:75]. (7) Given the product [CH3:1][S:2]([C:3]1[CH:8]=[CH:7][C:6]([C:9]2[C:13]3[CH:14]=[C:15]([C:18]4[O:22][C:21]([NH2:23])=[N:20][N:19]=4)[CH:16]=[CH:17][C:12]=3[O:11][CH:10]=2)=[CH:5][CH:4]=1)=[O:24], predict the reactants needed to synthesize it. The reactants are: [CH3:1][S:2][C:3]1[CH:8]=[CH:7][C:6]([C:9]2[C:13]3[CH:14]=[C:15]([C:18]4[O:22][C:21]([NH2:23])=[N:20][N:19]=4)[CH:16]=[CH:17][C:12]=3[O:11][CH:10]=2)=[CH:5][CH:4]=1.[OH:24]OS([O-])=O.[K+]. (8) Given the product [CH2:13]([O:20][C:21]1[CH:26]=[CH:25][N:24]([C:27]2[S:28][C:29]([C:33]([NH:12][CH2:11][C:4]3[CH:3]=[C:2]([CH3:1])[O:6][C:5]=3[C:7]([F:10])([F:8])[F:9])=[O:34])=[C:30]([CH3:32])[N:31]=2)[C:23](=[O:36])[CH:22]=1)[C:14]1[CH:19]=[CH:18][CH:17]=[CH:16][CH:15]=1, predict the reactants needed to synthesize it. The reactants are: [CH3:1][C:2]1[O:6][C:5]([C:7]([F:10])([F:9])[F:8])=[C:4]([CH2:11][NH2:12])[CH:3]=1.[CH2:13]([O:20][C:21]1[CH:26]=[CH:25][N:24]([C:27]2[S:28][C:29]([C:33](O)=[O:34])=[C:30]([CH3:32])[N:31]=2)[C:23](=[O:36])[CH:22]=1)[C:14]1[CH:19]=[CH:18][CH:17]=[CH:16][CH:15]=1. (9) Given the product [Cl:1][C:2]1[C:3]([C:9](=[N:24][O:25][CH:33]([C:35]2[CH:40]=[CH:39][C:38]([F:41])=[CH:37][CH:36]=2)[CH3:34])[CH2:10][NH:11][C:12](=[O:23])[C:13]2[CH:18]=[CH:17][CH:16]=[CH:15][C:14]=2[C:19]([F:20])([F:22])[F:21])=[N:4][CH:5]=[C:6]([Cl:8])[CH:7]=1, predict the reactants needed to synthesize it. The reactants are: [Cl:1][C:2]1[C:3]([C:9](=[N:24][OH:25])[CH2:10][NH:11][C:12](=[O:23])[C:13]2[CH:18]=[CH:17][CH:16]=[CH:15][C:14]=2[C:19]([F:22])([F:21])[F:20])=[N:4][CH:5]=[C:6]([Cl:8])[CH:7]=1.C(=O)([O-])[O-].[K+].[K+].Br[CH:33]([C:35]1[CH:40]=[CH:39][C:38]([F:41])=[CH:37][CH:36]=1)[CH3:34].O. (10) Given the product [CH:7]1([CH2:10][N:11]2[C:15]3[CH:16]=[CH:17][C:18]([CH2:20][OH:21])=[CH:19][C:14]=3[N:13]=[C:12]2[CH2:24][C:25]([CH3:28])([CH3:27])[CH3:26])[CH2:8][CH2:9]1, predict the reactants needed to synthesize it. The reactants are: [H-].[Al+3].[Li+].[H-].[H-].[H-].[CH:7]1([CH2:10][N:11]2[C:15]3[CH:16]=[CH:17][C:18]([C:20](OC)=[O:21])=[CH:19][C:14]=3[N:13]=[C:12]2[CH2:24][C:25]([CH3:28])([CH3:27])[CH3:26])[CH2:9][CH2:8]1.